The task is: Predict which catalyst facilitates the given reaction.. This data is from Catalyst prediction with 721,799 reactions and 888 catalyst types from USPTO. Reactant: [F:1][C:2]1[CH:7]=[CH:6][CH:5]=[C:4]([N+:8]([O-:10])=[O:9])[C:3]=1F.Cl.[CH2:13]([O:15][C:16](=[O:19])[CH2:17][NH2:18])[CH3:14].[F-].[K+].C1OCCOCCOCCOCCOCCOC1.C(N(C(C)C)CC)(C)C. Product: [CH2:13]([O:15][C:16](=[O:19])[CH2:17][NH:18][C:3]1[C:4]([N+:8]([O-:10])=[O:9])=[CH:5][CH:6]=[CH:7][C:2]=1[F:1])[CH3:14]. The catalyst class is: 10.